Dataset: Catalyst prediction with 721,799 reactions and 888 catalyst types from USPTO. Task: Predict which catalyst facilitates the given reaction. (1) Reactant: [CH3:1][O:2][C:3]1[CH:4]=[C:5]([CH:33]2[CH2:38][CH2:37][N:36]([C:39]([O:41]C(C)(C)C)=[O:40])[CH2:35][CH2:34]2)[CH:6]=[CH:7][C:8]=1[NH:9][C:10]1[N:15]=[C:14]([CH2:16][CH2:17][C:18]2[CH:23]=[CH:22][CH:21]=[CH:20][C:19]=2[CH2:24][C:25]([O:27]C)=O)[C:13]([C:29]([F:32])([F:31])[F:30])=[CH:12][N:11]=1.O.[OH-].[Li+].[CH:49]1[CH:50]=CC2N(O)N=N[C:53]=2[CH:54]=1.CC[N:61]=C=NCCCN(C)C.Cl.Cl.CCN(C(C)C)C(C)C.C(=O)([O-])[O-].[NH4+].[NH4+].C(=O)(O)[O-].[Na+]. Product: [NH2:61][C:25](=[O:27])[CH2:24][C:19]1[CH:20]=[CH:21][CH:22]=[CH:23][C:18]=1[CH2:17][CH2:16][C:14]1[C:13]([C:29]([F:31])([F:32])[F:30])=[CH:12][N:11]=[C:10]([NH:9][C:8]2[CH:7]=[CH:6][C:5]([CH:33]3[CH2:38][CH2:37][N:36]([C:39]([O:41][CH2:50][CH2:49][CH2:54][CH3:53])=[O:40])[CH2:35][CH2:34]3)=[CH:4][C:3]=2[O:2][CH3:1])[N:15]=1. The catalyst class is: 20. (2) Reactant: [NH2:1][C:2]1[CH:7]=[CH:6][C:5]([N+:8]([O-:10])=[O:9])=[CH:4][C:3]=1[OH:11].[C:12](O)(=[O:14])[CH3:13].C(OC(=O)C)(=O)C. Product: [C:12]([NH:1][C:2]1[CH:7]=[CH:6][C:5]([N+:8]([O-:10])=[O:9])=[CH:4][C:3]=1[OH:11])(=[O:14])[CH3:13]. The catalyst class is: 6. (3) Reactant: C([N:8](CC1C=CC=CC=1)[C:9]1[CH:14]=[CH:13][C:12]([C:15]2([OH:19])[CH2:18][O:17][CH2:16]2)=[C:11]([F:20])[CH:10]=1)C1C=CC=CC=1. Product: [NH2:8][C:9]1[CH:14]=[CH:13][C:12]([C:15]2([OH:19])[CH2:16][O:17][CH2:18]2)=[C:11]([F:20])[CH:10]=1. The catalyst class is: 123. (4) Reactant: Br[C:2]1[C:3]([Cl:29])=[CH:4][C:5]([O:21][C:22]2[CH:27]=[CH:26][C:25]([F:28])=[CH:24][CH:23]=2)=[C:6]([CH:20]=1)[C:7]([NH:9][C:10]1[CH:15]=[CH:14][CH:13]=[C:12]([S:16](=[O:19])(=[O:18])[NH2:17])[CH:11]=1)=[O:8].[CH3:30]B(O)O.C(=O)([O-])[O-].[Na+].[Na+]. Product: [Cl:29][C:3]1[C:2]([CH3:30])=[CH:20][C:6]([C:7]([NH:9][C:10]2[CH:15]=[CH:14][CH:13]=[C:12]([S:16](=[O:19])(=[O:18])[NH2:17])[CH:11]=2)=[O:8])=[C:5]([O:21][C:22]2[CH:27]=[CH:26][C:25]([F:28])=[CH:24][CH:23]=2)[CH:4]=1. The catalyst class is: 276. (5) Reactant: [C:1]([C:3]1[C:12]2[C:7](=[CH:8][CH:9]=[CH:10][CH:11]=2)[C:6]([C:13]([NH:15][CH:16]2[CH2:21][CH2:20][N:19](C(OC(C)(C)C)=O)[CH2:18][CH2:17]2)=[O:14])=[N:5][CH:4]=1)#[N:2].[ClH:29]. Product: [ClH:29].[C:1]([C:3]1[C:12]2[C:7](=[CH:8][CH:9]=[CH:10][CH:11]=2)[C:6]([C:13]([NH:15][CH:16]2[CH2:21][CH2:20][NH:19][CH2:18][CH2:17]2)=[O:14])=[N:5][CH:4]=1)#[N:2]. The catalyst class is: 12. (6) Reactant: Cl.Cl.[CH2:3]([O:6][C@H:7]1[CH2:12][CH2:11][C@H:10]([N:13]2[CH2:18][CH2:17][CH:16]([NH2:19])[CH2:15][CH2:14]2)[CH2:9][CH2:8]1)[CH2:4][CH3:5].C(N(C(C)C)CC)(C)C.[Br:29][C:30]1[CH:35]=[C:34](F)[C:33]([N+:37]([O-:39])=[O:38])=[CH:32][C:31]=1[C:40]([F:43])([F:42])[F:41]. Product: [Br:29][C:30]1[C:31]([C:40]([F:41])([F:42])[F:43])=[CH:32][C:33]([N+:37]([O-:39])=[O:38])=[C:34]([NH:19][CH:16]2[CH2:15][CH2:14][N:13]([C@H:10]3[CH2:9][CH2:8][C@H:7]([O:6][CH2:3][CH2:4][CH3:5])[CH2:12][CH2:11]3)[CH2:18][CH2:17]2)[CH:35]=1. The catalyst class is: 9. (7) Reactant: O.O.[Sn](Cl)Cl.[Cl:6][C:7]1[N:12]=[C:11]([C:13]#[N:14])[C:10]([N+:15]([O-])=O)=[C:9]([NH:18][CH3:19])[CH:8]=1.[OH-].[NH4+]. Product: [NH2:15][C:10]1[C:11]([C:13]#[N:14])=[N:12][C:7]([Cl:6])=[CH:8][C:9]=1[NH:18][CH3:19]. The catalyst class is: 8. (8) Reactant: [NH2:1][C:2]1[C:6]2[CH:7]=[N:8][C:9]3[CH:10]=[C:11]([O:17][CH3:18])[C:12]([O:15][CH3:16])=[CH:13][C:14]=3[C:5]=2[S:4](=O)[C:3]=1[C:20]([O:22][CH3:23])=[O:21].[CH3:24][I:25]. Product: [I-:25].[NH2:1][C:2]1[C:6]2[CH:7]=[N+:8]([CH3:24])[C:9]3[CH:10]=[C:11]([O:17][CH3:18])[C:12]([O:15][CH3:16])=[CH:13][C:14]=3[C:5]=2[S:4][C:3]=1[C:20]([O:22][CH3:23])=[O:21]. The catalyst class is: 59. (9) Reactant: [Br:1][C:2]1[CH:3]=[CH:4][CH:5]=[C:6]2[C:10]=1[N:9]([CH3:11])[N:8]=[C:7]2[NH2:12].C(N(CC)C(C)C)(C)C.[CH3:22][S:23](Cl)(=[O:25])=[O:24]. Product: [Br:1][C:2]1[CH:3]=[CH:4][CH:5]=[C:6]2[C:10]=1[N:9]([CH3:11])[N:8]=[C:7]2[NH:12][S:23]([CH3:22])(=[O:25])=[O:24]. The catalyst class is: 143. (10) Reactant: [CH2:1]([O:8][C:9]1[CH:10]=[N:11][C:12]([NH2:15])=[N:13][CH:14]=1)[C:2]1[CH:7]=[CH:6][CH:5]=[CH:4][CH:3]=1.[C:16](Cl)(=[O:22])[CH2:17][CH2:18][CH2:19][CH2:20][CH3:21].Cl. Product: [CH2:1]([O:8][C:9]1[CH:14]=[N:13][C:12]([NH:15][C:16](=[O:22])[CH2:17][CH2:18][CH2:19][CH2:20][CH3:21])=[N:11][CH:10]=1)[C:2]1[CH:7]=[CH:6][CH:5]=[CH:4][CH:3]=1. The catalyst class is: 272.